This data is from Reaction yield outcomes from USPTO patents with 853,638 reactions. The task is: Predict the reaction yield, written as a fraction of the theoretical maximum amount of product (1.0 means a 100% yield; for example, 0.34 means a 34% yield). (1) The reactants are [OH-].[K+].Br[CH:4]([CH:8](Br)[C:9]1[CH:14]=[CH:13][CH:12]=[CH:11][C:10]=1[CH3:15])[C:5]([OH:7])=[O:6]. The catalyst is C(O)C. The product is [C:10]1([CH3:15])[CH:11]=[CH:12][CH:13]=[CH:14][C:9]=1[C:8]#[C:4][C:5]([OH:7])=[O:6]. The yield is 0.540. (2) The reactants are [C:1]([C:5]1[CH:10]=[CH:9][CH:8]=[CH:7][C:6]=1[N:11]1[CH2:16][CH2:15][N:14]([C:17]([C:19]2[CH:24]=[CH:23][C:22]([O:25][CH2:26][CH:27]3[CH2:32][CH2:31][NH:30][CH2:29][CH2:28]3)=[CH:21][CH:20]=2)=[O:18])[CH2:13][CH2:12]1)([CH3:4])([CH3:3])[CH3:2].Cl[C:34](=[O:39])[C:35]([O:37][CH3:38])=[O:36].C(N(CC)CC)C.O. The catalyst is O1CCCC1. The product is [C:1]([C:5]1[CH:10]=[CH:9][CH:8]=[CH:7][C:6]=1[N:11]1[CH2:12][CH2:13][N:14]([C:17]([C:19]2[CH:20]=[CH:21][C:22]([O:25][CH2:26][CH:27]3[CH2:32][CH2:31][N:30]([C:34](=[O:39])[C:35]([O:37][CH3:38])=[O:36])[CH2:29][CH2:28]3)=[CH:23][CH:24]=2)=[O:18])[CH2:15][CH2:16]1)([CH3:4])([CH3:2])[CH3:3]. The yield is 1.00. (3) The reactants are [C:1]([O:5][C:6]([N:8]1[CH2:13][CH2:12][CH:11]([NH:14][C:15]2[N:20]=[C:19](Cl)[N:18]=[C:17]([O:22][CH3:23])[N:16]=2)[CH2:10][CH2:9]1)=[O:7])([CH3:4])([CH3:3])[CH3:2].C(N(C(C)C)C(C)C)C.[NH2:33][CH2:34][CH2:35][OH:36]. The catalyst is C(#N)C. The product is [C:1]([O:5][C:6]([N:8]1[CH2:13][CH2:12][CH:11]([NH:14][C:15]2[N:20]=[C:19]([NH:33][CH2:34][CH2:35][OH:36])[N:18]=[C:17]([O:22][CH3:23])[N:16]=2)[CH2:10][CH2:9]1)=[O:7])([CH3:4])([CH3:3])[CH3:2]. The yield is 0.900. (4) The reactants are [CH3:1][C:2]1[C:6]([C:7]2[C:16]3[O:15][CH2:14][C@H:13]([C:17]4[CH:22]=[CH:21][CH:20]=[CH:19][N:18]=4)[N:12]4[C:23](=[O:25])[NH:24][C:10]([C:11]=34)=[C:9]([CH:26]=O)[CH:8]=2)=[C:5]([CH3:28])[O:4][N:3]=1.[CH3:29][O:30][C:31]1[CH:36]=[C:35]([O:37][CH3:38])[CH:34]=[CH:33][C:32]=1[CH2:39][NH2:40].C(O)(=O)C.C([BH3-])#N.[Na+]. The catalyst is C(O)C. The product is [CH3:29][O:30][C:31]1[CH:36]=[C:35]([O:37][CH3:38])[CH:34]=[CH:33][C:32]=1[CH2:39][NH:40][CH2:26][C:9]1[CH:8]=[C:7]([C:6]2[C:2]([CH3:1])=[N:3][O:4][C:5]=2[CH3:28])[C:16]2[O:15][CH2:14][C@H:13]([C:17]3[CH:22]=[CH:21][CH:20]=[CH:19][N:18]=3)[N:12]3[C:23](=[O:25])[NH:24][C:10]=1[C:11]=23. The yield is 0.970. (5) The reactants are [CH3:1][O:2][C:3]1[CH:8]=[CH:7][C:6]([CH2:9][CH2:10]C(O)=O)=[CH:5][CH:4]=1.[I:14]N1C(C)(C)COC1=O. The catalyst is C(Cl)Cl. The product is [I:14][CH2:10][CH2:9][C:6]1[CH:7]=[CH:8][C:3]([O:2][CH3:1])=[CH:4][CH:5]=1. The yield is 0.700.